Dataset: Full USPTO retrosynthesis dataset with 1.9M reactions from patents (1976-2016). Task: Predict the reactants needed to synthesize the given product. (1) Given the product [Cl:1][C:2]1[CH:3]=[CH:4][C:5]2[N:11]3[C:12]([CH2:15][C:16]([CH3:17])([CH3:19])[CH3:18])=[N:13][N:14]=[C:10]3[C@@H:9]([CH2:20][CH2:21][C:22]([OH:38])=[O:35])[O:8][C@H:7]([C:24]3[CH:29]=[CH:28][CH:27]=[C:26]([O:30][CH3:31])[C:25]=3[O:32][CH3:33])[C:6]=2[CH:34]=1, predict the reactants needed to synthesize it. The reactants are: [Cl:1][C:2]1[CH:3]=[CH:4][C:5]2[N:11]3[C:12]([CH2:15][C:16]([CH3:19])([CH3:18])[CH3:17])=[N:13][N:14]=[C:10]3[C@@H:9]([CH2:20][CH2:21][C:22]#N)[O:8][C@H:7]([C:24]3[CH:29]=[CH:28][CH:27]=[C:26]([O:30][CH3:31])[C:25]=3[O:32][CH3:33])[C:6]=2[CH:34]=1.[OH-:35].[Na+].C[OH:38].Cl. (2) Given the product [O:13]1[C:11]2[C:6]3[CH:5]=[CH:4][CH:9]=[CH:8][C:7]=3[CH:34]=[N:31][C:30]=2[CH2:29][O:2][CH2:1]1, predict the reactants needed to synthesize it. The reactants are: [CH3:1][O:2][K].[CH:4]1[CH:9]=[C:8](Cl)[CH:7]=[C:6]([C:11]([O:13]O)=O)[CH:5]=1.O=P(Cl)(Cl)Cl.B(Br)(Br)Br.C=O.CN1C(=O)[N:31]([CH3:34])[CH2:30][CH2:29]C1.